Task: Binary Classification. Given a miRNA mature sequence and a target amino acid sequence, predict their likelihood of interaction.. Dataset: Experimentally validated miRNA-target interactions with 360,000+ pairs, plus equal number of negative samples (1) The miRNA is mmu-miR-3102-5p with sequence GUGAGUGGCCAGGGUGGGGCUG. The protein sequence of the target gene is MAKPTSKDSGLKEKFKILLGLGTPRPNPRSAEGKQTEFIITAEILRELSMECGLNNRIRMIGQICEVAKTKKFEEHAVEALWKAVADLLQPERPLEARHAVLALLKAIVQGQGERLGVLRALFFKVIKDYPSNEDLHERLEVFKALTDNGRHITYLEEELADFVLQWMDVGLSSEFLLVLVNLVKFNSCYLDEYIARMVQMICLLCVRTASSVDIEVSLQVLDAVVCYNCLPAESLPLFIVTLCRTINVKELCEPCWKLMRNLLGTHLGHSAIYNMCHLMEDRAYMEDAPLLRGAVFFVG.... Result: 0 (no interaction). (2) The miRNA is hsa-miR-7113-5p with sequence UCCAGGGAGACAGUGUGUGAG. The protein sequence of the target gene is MSLDIQSLDIQCEELSDARWAELLPLLQQCQVVRLDDCGLTEARCKDISSALRVNPALAELNLRSNELGDVGVHCVLQGLQTPSCKIQKLSLQNCCLTGAGCGVLSSTLRTLPTLQELHLSDNLLGDAGLQLLCEGLLDPQCRLEKLQLEYCSLSAASCEPLASVLRAKPDFKELTVSNNDINEAGVRVLCQGLKDSPCQLEALKLESCGVTSDNCRDLCGIVASKASLRELALGSNKLGDVGMAELCPGLLHPSSRLRTLWIWECGITAKGCGDLCRVLRAKESLKELSLAGNELGDEG.... Result: 1 (interaction). (3) The miRNA is mmu-miR-669o-5p with sequence UAGUUGUGUGUGCAUGUUUAUGU. The protein sequence of the target gene is MKLEVFVPRAAHGDKQGSDLEGAGGSDAPSPLSAAGDDSLGSDGDCAANSPAAGGGARDTQGDGEQSAGGGPGAEEAIPAAAAAAVVAEGAEAGAAGPGAGGAGSGEGARSKPYTRRPKPPYSYIALIAMAIRDSAGGRLTLAEINEYLMGKFPFFRGSYTGWRNSVRHNLSLNDCFVKVLRDPSRPWGKDNYWMLNPNSEYTFADGVFRRRRKRLSHRAPVPAPGLRPEEAPGLPAAPPPAPAAPASPRMRSPARQEERASPAGKFSSSFAIDSILRKPFRSRRLRDTAPGTTLQWGAA.... Result: 0 (no interaction). (4) The protein sequence of the target gene is MSTQRLRNEDYHDYSSTDVSPEESPSEGLNNLSSPGSYQRFGQSNSTTWFQTLIHLLKGNIGTGLLGLPLAVKNAGIVMGPISLLIIGIVAVHCMGILVKCAHHFCRRLNKSFVDYGDTVMYGLESSPCSWLRNHAHWGRRVVDFFLIVTQLGFCCVYFVFLADNFKQVIEAANGTTNNCHNNETVILTPTMDSRLYMLSFLPFLVLLVFIRNLRALSIFSLLANITMLVSLVMIYQFIVQRIPDPSHLPLVAPWKTYPLFFGTAIFSFEGIGMVLPLENKMKDPRKFPLILYLGMVIVT.... The miRNA is hsa-miR-4649-5p with sequence UGGGCGAGGGGUGGGCUCUCAGAG. Result: 1 (interaction). (5) The miRNA is mmu-miR-9-5p with sequence UCUUUGGUUAUCUAGCUGUAUGA. The protein sequence of the target gene is MAQKHPGERRLCGAHRSGGTSLSTSGSSVDPEILSFSGLRDSAETAPNGTRCLKEHSGPKYTQPPNPAHWSDPSHGPPRGPGPPRGGGYPDESETGSEESGVDQELSRENETGYQEDGSPSFLSIPSACNCQGSPGVPEGTYSEEGDGSSSSLCHHCTSPALGEDEELEEEYDDEEPLKFPSDFSRVSSGKKPLSRRQKHRFLIKEDVRDSGRREPKAPGRHRLARKRSQTDKRRGLGLWGVEELCQLGQAGFWWLIELLVLVGEYVETCGHLIYACRKLKGSDLDLFRVWVGVWARRLG.... Result: 1 (interaction). (6) The miRNA is hsa-miR-5191 with sequence AGGAUAGGAAGAAUGAAGUGCU. The protein sequence of the target gene is MARSPQGLLMLLLLHYLIVALDYHKANGFSASKDHRQEVTVIEFQEAILACKTPKKTTSSRLEWKKVGQGVSLVYYQQALQGDFKDRAEMIDFNIRIKNVTRSDAGEYRCEVSAPTEQGQNLQEDKVMLEVLVAPAVPACEVPTSVMTGSVVELRCQDKEGNPAPEYIWFKDGTSLLGNPKGGTHNNSSYTMNTKSGILQFNMISKMDSGEYYCEARNSVGHRRCPGKRMQVDVLNISGIIATVVVVAFVISVCGLGTCYAQRKGYFSKETSFQKGSPASKVTTMSENDFKHTKSFII. Result: 0 (no interaction). (7) Result: 1 (interaction). The protein sequence of the target gene is MAAAALRRFWSRRRAEAGDAVVAKPGVWARLGSWARALLRDYAEACRDASAEARARPGRAAVYVGLLGGAAACFTLAPSEGAFEEALLEASGTLLLLAPATRNRESEAFVQRLLWLRGRGRLRYVNLGLCSLVYEAPFDAQASLYQARCRYLQPRWTDFPGRVLDVGFVGRWWVLGAWMRDCDINDDEFLHLPAHLRVVGPQQLHSETNERLFDEKYKPVVLTDDQVDQALWEEQVLQKEKKDRLALSQAHSLVQAEAPR. The miRNA is hsa-miR-2392 with sequence UAGGAUGGGGGUGAGAGGUG. (8) The miRNA is cel-miR-63-3p with sequence UAUGACACUGAAGCGAGUUGGAAA. The protein sequence of the target gene is MEYLSALNPSDLLRSVSNISSEFGRRVWTSAPPPQRPFRVCDHKRTIRKGLTAATRQELLAKALETLLLNGVLTLVLEEDGTAVDSEDFFQLLEDDTCLMVLQSGQSWSPTRSGVLSYGLGRERPKHSKDIARFTFDVYKQNPRDLFGSLNVKATFYGLYSMSCDFQGLGPKKVLRELLRWTSTLLQGLGHMLLGISSTLRHAVEGAEQWQQKGRLHSY. Result: 0 (no interaction). (9) The miRNA is mmu-miR-1198-5p with sequence UAUGUGUUCCUGGCUGGCUUGG. The protein sequence of the target gene is MKRVNSCVKDEEHVLEELETEGERQLKSLLQHQLDTSVSIEECVSKKKSFAPGTMYKPFGKEAAGTMTLSQFQTLHEKDQETASLRELGLNETEILIWKSHVSGEKRTKLRATPEAIQKRLEDIKERISERQRILCLPQRFSKSKQLTRREMEIEKSLFQGTDRHSFLKALYYQDEPPKKNKGDPMNNLEHFYRETIMKKRLEEFQLLRGESFACHSLVSAASVSGSGTAEKPSLLQDKGKQAAQGKGPRLHVAKLIDFPTEQYWTGPKTLKQPIEFIPEDEIQRNRLSEEEIRNIPMFS.... Result: 1 (interaction). (10) Result: 0 (no interaction). The miRNA is mmu-miR-505-5p with sequence GGGAGCCAGGAAGUAUUGAUGUU. The protein sequence of the target gene is MLGARAWLGRVLLLPRAGAGLAASRRGSSSRDKDRSATVSSSVPMPAGGKGSHPSSTPQRVPNRLIHEKSPYLLQHAYNPVDWYPWGQEAFDKARKENKPIFLSVGYSTCHWCHMMEEESFQNEEIGRLLSEDFVSVKVDREERPDVDKVYMTFVQATSSGGGWPMNVWLTPNLQPFVGGTYFPPEDGLTRVGFRTVLLRIREQWKQNKNTLLENSQRVTTALLARSEISVGDRQLPPSAATVNNRCFQQLDEGYDEEYGGFAEAPKFPTPVILSFLFSYWLSHRLTQDGSRAQQMALHT....